Dataset: Forward reaction prediction with 1.9M reactions from USPTO patents (1976-2016). Task: Predict the product of the given reaction. (1) The product is: [CH:1]1([C:4]([C:6]2[CH:15]=[C:14]([CH:16]=[O:17])[C:13]3[C:8]([CH:7]=2)=[CH:9][CH:10]=[CH:11][CH:12]=3)=[O:5])[CH2:2][CH2:3]1. Given the reactants [CH:1]1([C:4]([C:6]2[CH:15]=[C:14]([CH:16]3OCCC[O:17]3)[C:13]3[C:8](=[CH:9][CH:10]=[CH:11][CH:12]=3)[CH:7]=2)=[O:5])[CH2:3][CH2:2]1.C(O)(=O)C, predict the reaction product. (2) Given the reactants CS(O[CH2:6][C@H:7]1[CH2:12][CH2:11][CH2:10][CH2:9][C@@H:8]1[N:13]([C@H:20]([C:22]1[CH:27]=[CH:26][CH:25]=[CH:24][CH:23]=1)[CH3:21])[CH2:14][C:15]([O:17][CH2:18][CH3:19])=[O:16])(=O)=O.CC(C)([O-])C.[Na+], predict the reaction product. The product is: [C:22]1([C@@H:20]([N:13]2[C@@H:8]3[C@H:7]([CH2:12][CH2:11][CH2:10][CH2:9]3)[CH2:6][C@H:14]2[C:15]([O:17][CH2:18][CH3:19])=[O:16])[CH3:21])[CH:27]=[CH:26][CH:25]=[CH:24][CH:23]=1. (3) Given the reactants Br[C:2]1[CH:11]=[C:10]2[C:5]([CH:6]=[CH:7][C:8](=[O:30])[N:9]2[CH2:12][CH2:13][C:14]23[CH2:21][CH2:20][C:17]([NH:22][C:23](=[O:29])[O:24][C:25]([CH3:28])([CH3:27])[CH3:26])([CH2:18][CH2:19]2)[CH2:16][O:15]3)=[N:4][CH:3]=1.BrC1C=C2C(C=CC(=O)N2)=[N:34][CH:33]=1, predict the reaction product. The product is: [C:33]([C:2]1[CH:11]=[C:10]2[C:5]([CH:6]=[CH:7][C:8](=[O:30])[N:9]2[CH2:12][CH2:13][C:14]23[CH2:21][CH2:20][C:17]([NH:22][C:23](=[O:29])[O:24][C:25]([CH3:26])([CH3:27])[CH3:28])([CH2:18][CH2:19]2)[CH2:16][O:15]3)=[N:4][CH:3]=1)#[N:34]. (4) Given the reactants O=S(Cl)[Cl:3].Cl.[CH:6]1([NH:13][C@H:14]([C:16]([OH:18])=[O:17])[CH3:15])[CH2:12][CH2:11][CH2:10][CH2:9][CH2:8][CH2:7]1.[CH3:19]O, predict the reaction product. The product is: [ClH:3].[CH3:19][O:17][C:16](=[O:18])[C@H:14]([CH3:15])[NH:13][CH:6]1[CH2:12][CH2:11][CH2:10][CH2:9][CH2:8][CH2:7]1.